Dataset: Peptide-MHC class I binding affinity with 185,985 pairs from IEDB/IMGT. Task: Regression. Given a peptide amino acid sequence and an MHC pseudo amino acid sequence, predict their binding affinity value. This is MHC class I binding data. The peptide sequence is KLLGTWMFSV. The MHC is HLA-A02:01 with pseudo-sequence HLA-A02:01. The binding affinity (normalized) is 0.898.